Dataset: NCI-60 drug combinations with 297,098 pairs across 59 cell lines. Task: Regression. Given two drug SMILES strings and cell line genomic features, predict the synergy score measuring deviation from expected non-interaction effect. (1) Drug 1: C1CCC(C1)C(CC#N)N2C=C(C=N2)C3=C4C=CNC4=NC=N3. Drug 2: CC1=C(C=C(C=C1)C(=O)NC2=CC(=CC(=C2)C(F)(F)F)N3C=C(N=C3)C)NC4=NC=CC(=N4)C5=CN=CC=C5. Cell line: SNB-75. Synergy scores: CSS=-3.53, Synergy_ZIP=2.06, Synergy_Bliss=0.508, Synergy_Loewe=-5.26, Synergy_HSA=-3.21. (2) Drug 1: C1CCC(CC1)NC(=O)N(CCCl)N=O. Drug 2: C(=O)(N)NO. Cell line: DU-145. Synergy scores: CSS=1.89, Synergy_ZIP=-2.66, Synergy_Bliss=-5.24, Synergy_Loewe=-7.98, Synergy_HSA=-6.04. (3) Drug 2: C(CCl)NC(=O)N(CCCl)N=O. Synergy scores: CSS=12.3, Synergy_ZIP=-6.01, Synergy_Bliss=-3.33, Synergy_Loewe=-0.0218, Synergy_HSA=-0.0423. Cell line: HS 578T. Drug 1: C1C(C(OC1N2C=NC3=C(N=C(N=C32)Cl)N)CO)O. (4) Drug 1: CC(CN1CC(=O)NC(=O)C1)N2CC(=O)NC(=O)C2. Drug 2: CN(C)N=NC1=C(NC=N1)C(=O)N. Cell line: LOX IMVI. Synergy scores: CSS=55.9, Synergy_ZIP=-0.109, Synergy_Bliss=2.18, Synergy_Loewe=5.08, Synergy_HSA=7.97.